This data is from Experimentally validated miRNA-target interactions with 360,000+ pairs, plus equal number of negative samples. The task is: Binary Classification. Given a miRNA mature sequence and a target amino acid sequence, predict their likelihood of interaction. (1) The miRNA is hsa-miR-595 with sequence GAAGUGUGCCGUGGUGUGUCU. The protein sequence of the target gene is MAAWGKKHAGKDPVRDECEERNRFTETREEDVTDEHGEREPFAETDEHTGANTKKPEDTAEDLTAKRKRMKMDKTCSKTKNKSKHALRKKQLKRQKRDYIHSLKLLNVLEEYITDEQKEEEEEEGEEEELIRIFQEQQKKWQQYRSVRRERLKEMKLLRDQFVKALEDFEDLCDRVFSDEDSELDN. Result: 0 (no interaction). (2) The miRNA is rno-let-7e-5p with sequence UGAGGUAGGAGGUUGUAUAGUU. The protein sequence of the target gene is MALPAGPADAICALCQRAPREPVRADCGHRFCRACVVRFWAEEDGPFPCPECADDCWQRAVEPSRPPLSRRLLALEEAAAAPARDGPASEAALQLLCRADGDPLCSACRMAAGPEPPEWEPRWRKALRGKENKGSVEIMRKDLNDARDLHGQAESAAAVWKGHVMDRRKKALTDYKKLRAFFVEEEEHFLQEAEKDEGASEDDELADPADRFRSLLQAVSELEKKHRNLGLSMLLQ. Result: 0 (no interaction). (3) The miRNA is hsa-miR-1255b-5p with sequence CGGAUGAGCAAAGAAAGUGGUU. The protein sequence of the target gene is MEEKQQIILANQDGGTVAGAAPTFFVILKQPGNGKTDQGILVTNQDACALASSVSSPVKSKGKICLPADCTVGGITVTLDNNSMWNEFYHRSTEMILTKQGRRMFPYCRYWITGLDSNLKYILVMDISPVDNHRYKWNGRWWEPSGKAEPHVLGRVFIHPESPSTGHYWMHQPVSFYKLKLTNNTLDQEGHIILHSMHRYLPRLHLVPAEKAVEVIQLNGPGVHTFTFPQTEFFAVTAYQNIQITQLKIDYNPFAKGFRDDGLNNKPQRDGKQKNSSDQEGNNISSSSGHRVRLTEGQGS.... Result: 0 (no interaction). (4) The miRNA is mmu-miR-369-3p with sequence AAUAAUACAUGGUUGAUCUUU. The protein sequence of the target gene is MLSLKKYLTEGLLQFTILLSLIGVRVDVDTYLTSQLPPLREIILGPSSAYTQTQFHNLRNTLDGYGIHPKSIDLDNYFTARRLLSQVRALDRFQVPTTEVNAWLVHRDPEGSVSGSQPNSGLALESSSGLQDVTGPDNGVRESETEQGFGEDLEDLGAVAPPVSGDLTKEDIDLIDILWRQDIDLGAGREVFDYSHRQKEQDVDKELQDGREREDTWSGEGAEALARDLLVDGETGESFPAQFPADVSSIPEAVPSESESPALQNSLLSPLLTGTESPFDLEQQWQDLMSIMEMQAMEVN.... Result: 0 (no interaction). (5) The miRNA is hsa-miR-6867-3p with sequence CUCUCCCUCUUUACCCACUAG. The protein sequence of the target gene is MASGCKIGPSILNSDLANLGAECLRMLDSGADYLHLDVMDGHFVPNITFGHPVVESLRKQLGQDPFFDMHMMVSKPEQWVKPMAVAGANQYTFHLEATENPGALIKDIRENGMKVGLAIKPGTSVEYLAPWANQIDMALVMTVEPGFGGQKFMEDMMPKVHWLRTQFPSLDIEVDGGVGPDTVHKCAEAGANMIVSGSAIMRSEDPRSVINLLRNVCSEAAQKRSLDR. Result: 0 (no interaction). (6) The miRNA is hsa-miR-2117 with sequence UGUUCUCUUUGCCAAGGACAG. The protein sequence of the target gene is MEAVPRMPMIWLDLKEAGDFHFQPAVKKFVLKNYGENPEAYNEELKKLELLRQNAVRVPRDFEGCSVLRKYLGQLHYLQSRVPMGSGQEAAVPVTWTEIFSGKSVAHEDIKYEQACILYNLGALHSMLGAMDKRVSEEGMKVSCTHFQCAAGAFAYLREHFPQAYSVDMSRQILTLNVNLMLGQAQECLLEKSMLDNRKSFLVARISAQVVDYYKEACRALENPDTASLLGRIQKDWKKLVQMKIYYFAAVAHLHMGKQAEEQQKFGERVAYFQSALDKLNEAIKLAKGQPDTVQDALRF.... Result: 0 (no interaction).